This data is from Full USPTO retrosynthesis dataset with 1.9M reactions from patents (1976-2016). The task is: Predict the reactants needed to synthesize the given product. (1) Given the product [Br:1][C:2]1[CH:3]=[C:4]2[N:10]=[C:9]([C:11]3[CH:16]=[CH:15][C:14]([C:17]4[O:21][CH:20]=[N:19][CH:18]=4)=[CH:13][CH:12]=3)[N:8]([C:28]([O:30][C:31]([CH3:34])([CH3:33])[CH3:32])=[O:29])[C:5]2=[N:6][CH:7]=1, predict the reactants needed to synthesize it. The reactants are: [Br:1][C:2]1[CH:3]=[C:4]2[N:10]=[C:9]([C:11]3[CH:16]=[CH:15][C:14]([C:17]4[O:21][CH:20]=[N:19][CH:18]=4)=[CH:13][CH:12]=3)[NH:8][C:5]2=[N:6][CH:7]=1.C(=O)([O-])[O-].[K+].[K+].[C:28](O[C:28]([O:30][C:31]([CH3:34])([CH3:33])[CH3:32])=[O:29])([O:30][C:31]([CH3:34])([CH3:33])[CH3:32])=[O:29]. (2) Given the product [CH3:35][N:36]([CH3:37])[CH2:2][CH2:3][CH2:4][O:5][C:6]1[CH:15]=[C:14]2[C:9]([C:10]([NH:16][CH2:17][CH2:18][C:19]3[CH:24]=[CH:23][C:22]([NH:25][C:26]([NH:28][C:29]4[CH:34]=[CH:33][CH:32]=[CH:31][CH:30]=4)=[O:27])=[CH:21][CH:20]=3)=[N:11][CH:12]=[N:13]2)=[CH:8][CH:7]=1, predict the reactants needed to synthesize it. The reactants are: Cl[CH2:2][CH2:3][CH2:4][O:5][C:6]1[CH:15]=[C:14]2[C:9]([C:10]([NH:16][CH2:17][CH2:18][C:19]3[CH:24]=[CH:23][C:22]([NH:25][C:26]([NH:28][C:29]4[CH:34]=[CH:33][CH:32]=[CH:31][CH:30]=4)=[O:27])=[CH:21][CH:20]=3)=[N:11][CH:12]=[N:13]2)=[CH:8][CH:7]=1.[CH3:35][NH:36][CH3:37]. (3) The reactants are: C[O:2][C:3](=O)[CH2:4][C:5]1[CH:9]=[C:8]([CH3:10])[O:7][N:6]=1.O.[NH2:13][NH2:14]. Given the product [CH3:10][C:8]1[O:7][N:6]=[C:5]([CH2:4][C:3]([NH:13][NH2:14])=[O:2])[CH:9]=1, predict the reactants needed to synthesize it. (4) Given the product [C:18]1([CH2:17][O:16][C:15](=[O:24])[NH:14][S:11]([NH:1][C:2]2[CH:9]=[CH:8][CH:7]=[C:4]([C:5]#[N:6])[CH:3]=2)(=[O:13])=[O:12])[CH:19]=[CH:20][CH:21]=[CH:22][CH:23]=1, predict the reactants needed to synthesize it. The reactants are: [NH2:1][C:2]1[CH:3]=[C:4]([CH:7]=[CH:8][CH:9]=1)[C:5]#[N:6].Cl[S:11]([NH:14][C:15](=[O:24])[O:16][CH2:17][C:18]1[CH:23]=[CH:22][CH:21]=[CH:20][CH:19]=1)(=[O:13])=[O:12].CCN(CC)CC. (5) Given the product [CH3:12][N:7]1[C:8]2[C:9]([CH3:11])=[CH:10][CH:2]=[C:3]3[CH2:16][CH2:15][N:14]([C:17]([O:19][C:20]([CH3:23])([CH3:22])[CH3:21])=[O:18])[CH2:13][C@H:5]([C:4]=23)[CH2:6]1, predict the reactants needed to synthesize it. The reactants are: Br[C:2]1[CH:10]=[C:9]([CH3:11])[C:8]2[N:7]([CH3:12])[CH2:6][C@@H:5]3[CH2:13][N:14]([C:17]([O:19][C:20]([CH3:23])([CH3:22])[CH3:21])=[O:18])[CH2:15][CH2:16][C:3]=1[C:4]=23.C(N(CC)CC)C. (6) Given the product [Br:13][C:14]1([CH:19]=[CH:18][CH:17]=[C:16]([F:20])[CH2:15]1)[CH:31]=[O:32], predict the reactants needed to synthesize it. The reactants are: C(NC(C)C)(C)C.C([Li])CCC.[Br:13][C:14]1[CH:19]=[CH:18][CH:17]=[C:16]([F:20])[CH:15]=1.[Li+].CC([N-]C(C)C)C.CN(C1C=CC=CC=1)[CH:31]=[O:32]. (7) The reactants are: [CH3:1][N:2]1[CH2:7][CH2:6][N:5]([CH:8]([C:12]2[CH:17]=[CH:16][CH:15]=[C:14]([O:18][C:19]([F:22])([F:21])[F:20])[CH:13]=2)[C:9](O)=[O:10])[CH2:4][CH2:3]1.C1C=CC2N(O)N=NC=2C=1.O.C1CCC(N=C=NC2CCCCC2)CC1.[F:49][C:50]([F:64])([F:63])[C:51]1[CH:52]=[C:53]([NH:61][NH2:62])[CH:54]=[C:55]([C:57]([F:60])([F:59])[F:58])[CH:56]=1. Given the product [F:49][C:50]([F:63])([F:64])[C:51]1[CH:52]=[C:53]([NH:61][NH:62][C:9](=[O:10])[CH:8]([N:5]2[CH2:6][CH2:7][N:2]([CH3:1])[CH2:3][CH2:4]2)[C:12]2[CH:17]=[CH:16][CH:15]=[C:14]([O:18][C:19]([F:20])([F:21])[F:22])[CH:13]=2)[CH:54]=[C:55]([C:57]([F:60])([F:58])[F:59])[CH:56]=1, predict the reactants needed to synthesize it.